This data is from Forward reaction prediction with 1.9M reactions from USPTO patents (1976-2016). The task is: Predict the product of the given reaction. Given the reactants [Br:1]Br.[F:3][C:4]1[CH:9]=[CH:8][C:7]([S:10]([CH3:13])(=[O:12])=[O:11])=[CH:6][C:5]=1[N+:14]([O-:16])=[O:15].[N+]([O-])(O)=O, predict the reaction product. The product is: [Br:1][C:9]1[CH:8]=[C:7]([S:10]([CH3:13])(=[O:12])=[O:11])[CH:6]=[C:5]([N+:14]([O-:16])=[O:15])[C:4]=1[F:3].